Dataset: Full USPTO retrosynthesis dataset with 1.9M reactions from patents (1976-2016). Task: Predict the reactants needed to synthesize the given product. (1) Given the product [Cl:15][C:12]1[CH:11]=[CH:10][C:9]([N:6]2[C:7]3[N:8]=[CH:18][NH:1][C:2]=3[C:3](=[O:17])[NH:4][C:5]2=[S:16])=[CH:14][CH:13]=1, predict the reactants needed to synthesize it. The reactants are: [NH2:1][C:2]1[C:3](=[O:17])[NH:4][C:5](=[S:16])[N:6]([C:9]2[CH:14]=[CH:13][C:12]([Cl:15])=[CH:11][CH:10]=2)[C:7]=1[NH2:8].[CH:18](O)=O. (2) Given the product [C:13]([CH2:14]/[CH:15]=[CH:16]/[C:2]1[CH:12]=[CH:11][C:5]([C:6]([O:8][CH2:9][CH3:10])=[O:7])=[CH:4][CH:3]=1)([OH:18])=[O:17], predict the reactants needed to synthesize it. The reactants are: I[C:2]1[CH:12]=[CH:11][C:5]([C:6]([O:8][CH2:9][CH3:10])=[O:7])=[CH:4][CH:3]=1.[C:13]([OH:18])(=[O:17])[CH2:14][CH:15]=[CH2:16].CC1C=CC=CC=1P(C1C=CC=CC=1C)C1C=CC=CC=1C.Cl. (3) Given the product [C:1]([N:4]1[C:12]2[C:7](=[CH:8][C:9]([C:13](=[O:15])[CH3:14])=[CH:10][CH:11]=2)[C:6](=[C:23]([C:22]2[CH:26]=[CH:27][CH:28]=[C:20]([N+:17]([O-:19])=[O:18])[CH:21]=2)[OH:24])[C:5]1=[O:16])(=[O:3])[CH3:2], predict the reactants needed to synthesize it. The reactants are: [C:1]([N:4]1[C:12]2[C:7](=[CH:8][C:9]([C:13](=[O:15])[CH3:14])=[CH:10][CH:11]=2)[CH2:6][C:5]1=[O:16])(=[O:3])[CH3:2].[N+:17]([C:20]1[CH:21]=[C:22]([CH:26]=[CH:27][CH:28]=1)[C:23](O)=[O:24])([O-:19])=[O:18]. (4) The reactants are: [Cl:1][C:2]1[N:7]=[C:6](Cl)[CH:5]=[CH:4][N:3]=1.[C:9]([C:11]1[CH:12]=[CH:13][C:14]([O:19][C:20]2[CH:25]=[CH:24][CH:23]=[C:22]([C:26]([F:29])([F:28])[F:27])[CH:21]=2)=[C:15]([CH:18]=1)[C:16]#[N:17])#[CH:10].C1(P(C2C=CC=CC=2)C2C=CC=CC=2)C=CC=CC=1. Given the product [Cl:1][C:2]1[N:7]=[C:6]([C:10]#[C:9][C:11]2[CH:12]=[CH:13][C:14]([O:19][C:20]3[CH:25]=[CH:24][CH:23]=[C:22]([C:26]([F:27])([F:28])[F:29])[CH:21]=3)=[C:15]([CH:18]=2)[C:16]#[N:17])[CH:5]=[CH:4][N:3]=1, predict the reactants needed to synthesize it.